Dataset: Forward reaction prediction with 1.9M reactions from USPTO patents (1976-2016). Task: Predict the product of the given reaction. (1) Given the reactants CCN(C(C)C)C(C)C.C1C=CC2N(O)N=NC=2C=1.CCN=C=NCCCN(C)C.[N:31]1[CH:36]=[CH:35][CH:34]=[C:33]([N:37]2[CH:41]=[C:40]([C:42]([OH:44])=O)[N:39]=[N:38]2)[CH:32]=1.Cl.[NH2:46][CH2:47][C:48]([N:50]1[CH2:55][CH2:54][N:53]([C:56](=[O:68])[C:57]2[CH:62]=[C:61]([F:63])[CH:60]=[CH:59][C:58]=2[C:64]([F:67])([F:66])[F:65])[CH2:52][CH2:51]1)=[O:49].FC1C=CC(C(F)(F)F)=C(C=1)C(O)=O, predict the reaction product. The product is: [F:63][C:61]1[CH:60]=[CH:59][C:58]([C:64]([F:66])([F:65])[F:67])=[C:57]([CH:62]=1)[C:56]([N:53]1[CH2:54][CH2:55][N:50]([C:48](=[O:49])[CH2:47][NH:46][C:42]([C:40]2[N:39]=[N:38][N:37]([C:33]3[CH:32]=[N:31][CH:36]=[CH:35][CH:34]=3)[CH:41]=2)=[O:44])[CH2:51][CH2:52]1)=[O:68]. (2) The product is: [C:19]([O:23][C:24](=[O:25])[N:8]([C:6]1[CH:5]=[N:4][C:3]([I:16])=[C:2]([Cl:1])[N:7]=1)[CH2:9][CH:10]1[CH2:15][CH2:14][O:13][CH2:12][CH2:11]1)([CH3:22])([CH3:21])[CH3:20]. Given the reactants [Cl:1][C:2]1[N:7]=[C:6]([NH:8][CH2:9][CH:10]2[CH2:15][CH2:14][O:13][CH2:12][CH2:11]2)[CH:5]=[N:4][C:3]=1[I:16].[H-].[Na+].[C:19]([O:23][C:24](O[C:24]([O:23][C:19]([CH3:22])([CH3:21])[CH3:20])=[O:25])=[O:25])([CH3:22])([CH3:21])[CH3:20], predict the reaction product. (3) Given the reactants C(OC([NH:8][CH2:9][CH:10]1[CH2:15][CH2:14][N:13]([C:16]2[N:20]([CH3:21])[N:19]=[CH:18][C:17]=2[NH:22][C:23]([C:25]2[N:26]=[C:27](Br)[S:28][C:29]=2[NH:30]C(=O)OC(C)(C)C)=[O:24])[CH2:12][CH2:11]1)=O)CCC.[C:39]([C:41]1[CH:42]=[C:43](B(O)O)[CH:44]=[CH:45][CH:46]=1)#[N:40], predict the reaction product. The product is: [NH2:30][C:29]1[S:28][C:27]([C:45]2[CH:44]=[CH:43][CH:42]=[C:41]([C:39]#[N:40])[CH:46]=2)=[N:26][C:25]=1[C:23]([NH:22][C:17]1[CH:18]=[N:19][N:20]([CH3:21])[C:16]=1[N:13]1[CH2:14][CH2:15][CH:10]([CH2:9][NH2:8])[CH2:11][CH2:12]1)=[O:24].